Dataset: NCI-60 drug combinations with 297,098 pairs across 59 cell lines. Task: Regression. Given two drug SMILES strings and cell line genomic features, predict the synergy score measuring deviation from expected non-interaction effect. Drug 1: C1CC(=O)NC(=O)C1N2CC3=C(C2=O)C=CC=C3N. Drug 2: C1=CC(=CC=C1CCC2=CNC3=C2C(=O)NC(=N3)N)C(=O)NC(CCC(=O)O)C(=O)O. Cell line: A498. Synergy scores: CSS=22.6, Synergy_ZIP=-0.903, Synergy_Bliss=-0.197, Synergy_Loewe=-0.882, Synergy_HSA=2.61.